This data is from Forward reaction prediction with 1.9M reactions from USPTO patents (1976-2016). The task is: Predict the product of the given reaction. (1) Given the reactants [CH3:1][C:2]1[CH:3]=[N:4][NH:5][CH:6]=1.Cl[C:8]1[N:9]=[N:10][C:11](Cl)=[CH:12][CH:13]=1.[F:15][C:16]1[CH:24]=[C:23]2[C:19]([CH2:20][CH2:21][N:22]2[CH:25]2[CH2:30][CH2:29][NH:28][CH2:27][CH2:26]2)=[CH:18][CH:17]=1, predict the reaction product. The product is: [F:15][C:16]1[CH:24]=[C:23]2[C:19]([CH2:20][CH2:21][N:22]2[CH:25]2[CH2:30][CH2:29][N:28]([C:8]3[N:9]=[N:10][C:11]([N:4]4[CH:3]=[C:2]([CH3:1])[CH:6]=[N:5]4)=[CH:12][CH:13]=3)[CH2:27][CH2:26]2)=[CH:18][CH:17]=1. (2) Given the reactants [CH2:1]([N:3]([CH2:36][CH3:37])[C:4](=[O:35])[C:5]1[CH:10]=[CH:9][C:8]([CH:11]([N:21]2[CH2:26][CH2:25][N:24]([CH2:27][C:28]3[CH:33]=[CH:32][C:31]([F:34])=[CH:30][CH:29]=3)[CH2:23][CH2:22]2)[C:12]2[CH:17]=[CH:16][CH:15]=[C:14]([N+:18]([O-])=O)[CH:13]=2)=[CH:7][CH:6]=1)[CH3:2].O, predict the reaction product. The product is: [NH2:18][C:14]1[CH:13]=[C:12]([CH:11]([N:21]2[CH2:26][CH2:25][N:24]([CH2:27][C:28]3[CH:29]=[CH:30][C:31]([F:34])=[CH:32][CH:33]=3)[CH2:23][CH2:22]2)[C:8]2[CH:7]=[CH:6][C:5]([C:4]([N:3]([CH2:36][CH3:37])[CH2:1][CH3:2])=[O:35])=[CH:10][CH:9]=2)[CH:17]=[CH:16][CH:15]=1. (3) Given the reactants S([Cl:5])(C)(=O)=O.[F:6][C:7]1[C:8]([O:15][CH3:16])=[C:9]([CH2:13]O)[CH:10]=[CH:11][CH:12]=1, predict the reaction product. The product is: [Cl:5][CH2:13][C:9]1[CH:10]=[CH:11][CH:12]=[C:7]([F:6])[C:8]=1[O:15][CH3:16]. (4) Given the reactants [CH:1]([C:3]1[CH:12]=[CH:11][C:6]([C:7]([O:9][CH3:10])=[O:8])=[CH:5][CH:4]=1)=O.[NH2:13][C:14]1[CH:19]=[CH:18][CH:17]=[CH:16][CH:15]=1.C([BH3-])#N.[Na+], predict the reaction product. The product is: [C:14]1([NH:13][CH2:1][C:3]2[CH:12]=[CH:11][C:6]([C:7]([O:9][CH3:10])=[O:8])=[CH:5][CH:4]=2)[CH:19]=[CH:18][CH:17]=[CH:16][CH:15]=1. (5) Given the reactants COC1C=CC(C[N:8]2[C:12]([NH2:13])=[C:11]([C:14]3[CH:15]=[N:16][C:17]([O:20][CH3:21])=[CH:18][CH:19]=3)[CH:10]=[N:9]2)=CC=1.C(O)(C(F)(F)F)=O.O(S(C(F)(F)F)(=O)=O)S(C(F)(F)F)(=O)=O, predict the reaction product. The product is: [CH3:21][O:20][C:17]1[N:16]=[CH:15][C:14]([C:11]2[CH:10]=[N:9][NH:8][C:12]=2[NH2:13])=[CH:19][CH:18]=1. (6) Given the reactants [H-].[Na+].[Br:3][C:4]1[CH:9]=[C:8]([C:10]2[N:11]=[N:12][NH:13][CH:14]=2)[CH:7]=[CH:6][N:5]=1.CI.[CH3:17]COC(C)=O, predict the reaction product. The product is: [Br:3][C:4]1[CH:9]=[C:8]([C:10]2[CH:14]=[N:13][N:12]([CH3:17])[N:11]=2)[CH:7]=[CH:6][N:5]=1. (7) The product is: [CH:17]1([S:16][CH2:15][C:11]2[CH:10]=[C:9]([NH:8][C:4]3[N:3]=[C:2]([C:24]4[CH:25]=[CH:26][C:21]([F:20])=[CH:22][C:23]=4[O:30][CH3:31])[N:7]=[CH:6][N:5]=3)[CH:14]=[CH:13][CH:12]=2)[CH2:19][CH2:18]1. Given the reactants Cl[C:2]1[N:7]=[CH:6][N:5]=[C:4]([NH:8][C:9]2[CH:14]=[CH:13][CH:12]=[C:11]([CH2:15][S:16][CH:17]3[CH2:19][CH2:18]3)[CH:10]=2)[N:3]=1.[F:20][C:21]1[CH:26]=[CH:25][C:24](B(O)O)=[C:23]([O:30][CH3:31])[CH:22]=1, predict the reaction product.